Dataset: Forward reaction prediction with 1.9M reactions from USPTO patents (1976-2016). Task: Predict the product of the given reaction. (1) Given the reactants C(=O)([O-])[O-].[K+].[K+].F[C:8]1[CH:16]=[CH:15][C:14]([N+:17]([O-:19])=[O:18])=[CH:13][C:9]=1[C:10]([OH:12])=[O:11].[CH3:20][O:21][C:22]1[CH:48]=[CH:47][C:25]([CH2:26][O:27][C:28]2[N:33]=[C:32]([C:34]3[CH:39]=[CH:38][CH:37]=[CH:36][C:35]=3[OH:40])[CH:31]=[C:30]([N:41]3[CH2:46][CH2:45][O:44][CH2:43][CH2:42]3)[CH:29]=2)=[CH:24][CH:23]=1.Cl, predict the reaction product. The product is: [CH3:20][O:21][C:22]1[CH:23]=[CH:24][C:25]([CH2:26][O:27][C:28]2[N:33]=[C:32]([C:34]3[CH:39]=[CH:38][CH:37]=[CH:36][C:35]=3[O:40][C:8]3[CH:16]=[CH:15][C:14]([N+:17]([O-:19])=[O:18])=[CH:13][C:9]=3[C:10]([OH:12])=[O:11])[CH:31]=[C:30]([N:41]3[CH2:42][CH2:43][O:44][CH2:45][CH2:46]3)[CH:29]=2)=[CH:47][CH:48]=1. (2) Given the reactants [NH2:1][C:2]1[CH:25]=[CH:24][C:5]([O:6][C:7]2[C:16]3[C:11](=[CH:12][C:13]([O:19][CH2:20][C@H:21]4[CH2:23][O:22]4)=[C:14]([C:17]#[N:18])[CH:15]=3)[N:10]=[CH:9][CH:8]=2)=[CH:4][CH:3]=1.C1(O[C:33](=[O:40])[NH:34][C:35]2[S:36][CH:37]=[CH:38][N:39]=2)C=CC=CC=1.C(OCC)(=O)C.O1CCCC1.[NH:52]1[CH2:56][CH2:55][CH2:54][CH2:53]1, predict the reaction product. The product is: [C:17]([C:14]1[CH:15]=[C:16]2[C:11](=[CH:12][C:13]=1[O:19][CH2:20][C@H:21]([OH:22])[CH2:23][N:52]1[CH2:56][CH2:55][CH2:54][CH2:53]1)[N:10]=[CH:9][CH:8]=[C:7]2[O:6][C:5]1[CH:4]=[CH:3][C:2]([NH:1][C:33]([NH:34][C:35]2[S:36][CH:37]=[CH:38][N:39]=2)=[O:40])=[CH:25][CH:24]=1)#[N:18]. (3) Given the reactants [CH3:1][C:2](O)([CH3:28])[CH2:3][N:4]1[CH2:9][CH2:8][CH:7]([CH2:10][O:11][C:12]2[CH:13]=[N:14][C:15]([C:18]3[CH:23]=[CH:22][C:21]([S:24]([CH3:27])(=[O:26])=[O:25])=[CH:20][CH:19]=3)=[CH:16][CH:17]=2)[CH2:6][CH2:5]1.COCCN(S(F)(F)[F:40])CCOC, predict the reaction product. The product is: [F:40][C:2]([CH3:28])([CH3:1])[CH2:3][N:4]1[CH2:9][CH2:8][CH:7]([CH2:10][O:11][C:12]2[CH:17]=[CH:16][C:15]([C:18]3[CH:23]=[CH:22][C:21]([S:24]([CH3:27])(=[O:26])=[O:25])=[CH:20][CH:19]=3)=[N:14][CH:13]=2)[CH2:6][CH2:5]1. (4) Given the reactants [Cl:1][C:2]1[N:7]=[C:6]([NH:8][C:9]2[CH:14]=[CH:13][C:12]([F:15])=[CH:11][CH:10]=2)[N:5]=[C:4]([NH:16][C:17]2[CH:22]=[CH:21][CH:20]=[CH:19][CH:18]=2)[N:3]=1.[CH:23]([N:26](C(C)C)CC)([CH3:25])[CH3:24].C(N)(C)C.C(OC(=O)C)C.Cl, predict the reaction product. The product is: [ClH:1].[F:15][C:12]1[CH:13]=[CH:14][C:9]([NH:8][C:6]2[N:7]=[C:2]([NH:26][CH:23]([CH3:25])[CH3:24])[N:3]=[C:4]([NH:16][C:17]3[CH:22]=[CH:21][CH:20]=[CH:19][CH:18]=3)[N:5]=2)=[CH:10][CH:11]=1.